Dataset: Forward reaction prediction with 1.9M reactions from USPTO patents (1976-2016). Task: Predict the product of the given reaction. (1) Given the reactants [NH2:1][C@H:2]1[C:11]2[C:6](=[CH:7][CH:8]=[C:9]([Br:12])[CH:10]=2)[N:5]([C:13](=[O:15])[CH3:14])[C@@H:4]([CH2:16][CH3:17])[C@@H:3]1[CH3:18].F[C:20]1[N:25]=[CH:24][CH:23]=[CH:22][N:21]=1.CCN(C(C)C)C(C)C, predict the reaction product. The product is: [Br:12][C:9]1[CH:10]=[C:11]2[C:6](=[CH:7][CH:8]=1)[N:5]([C:13](=[O:15])[CH3:14])[C@@H:4]([CH2:16][CH3:17])[C@H:3]([CH3:18])[C@H:2]2[NH:1][C:20]1[N:25]=[CH:24][CH:23]=[CH:22][N:21]=1. (2) Given the reactants [C:1]([O:13]CC)(=[O:12])[CH2:2][CH2:3][CH2:4][CH2:5][CH2:6][C:7]([O:9][CH2:10][CH3:11])=[O:8].[OH-].[K+], predict the reaction product. The product is: [CH2:10]([O:9][C:7](=[O:8])[CH2:6][CH2:5][CH2:4][CH2:3][CH2:2][C:1]([OH:13])=[O:12])[CH3:11]. (3) Given the reactants CC(C)([O-])C.[K+].[F:7]/[C:8](/[C:24]1[CH:28]=[C:27]([CH3:29])[NH:26][N:25]=1)=[CH:9]\[C:10]1[CH:15]=[CH:14][C:13]([C:16]([CH3:22])([CH3:21])[C:17]([F:20])([F:19])[F:18])=[C:12]([F:23])[CH:11]=1.C([Si](C(C)C)(C(C)C)[O:34][CH2:35][C:36]1([C:39]2[CH:40]=[C:41]([CH:48]=[CH:49][CH:50]=2)[CH2:42]CS([O-])(=O)=O)[CH2:38][CH2:37]1)(C)C.[F-].C([N+](CCCC)(CCCC)CCCC)CCC, predict the reaction product. The product is: [F:7]/[C:8](/[C:24]1[CH:28]=[C:27]([CH3:29])[N:26]([CH2:42][C:41]2[CH:40]=[C:39]([C:36]3([CH2:35][OH:34])[CH2:38][CH2:37]3)[CH:50]=[CH:49][CH:48]=2)[N:25]=1)=[CH:9]\[C:10]1[CH:15]=[CH:14][C:13]([C:16]([CH3:21])([CH3:22])[C:17]([F:19])([F:20])[F:18])=[C:12]([F:23])[CH:11]=1. (4) Given the reactants [CH3:1][O:2][C:3](=[O:12])[C:4]1[CH:9]=[CH:8][CH:7]=[C:6]([NH2:10])[C:5]=1[NH2:11].[CH:13](OCC)(OCC)OCC.C1(C)C=CC(S(O)(=O)=O)=CC=1, predict the reaction product. The product is: [CH3:1][O:2][C:3]([C:4]1[C:5]2[N:11]=[CH:13][NH:10][C:6]=2[CH:7]=[CH:8][CH:9]=1)=[O:12]. (5) The product is: [F:24][CH:2]([F:1])[O:3][C:4]1[CH:9]=[CH:8][C:7]([C:10]2[CH:15]=[N:14][C:13]([NH:16][C:17]3[CH:18]=[C:19]([CH:20]=[CH:21][CH:22]=3)[O:23][CH2:26][CH2:27][OH:28])=[N:12][CH:11]=2)=[CH:6][CH:5]=1. Given the reactants [F:1][CH:2]([F:24])[O:3][C:4]1[CH:9]=[CH:8][C:7]([C:10]2[CH:11]=[N:12][C:13]([NH:16][C:17]3[CH:18]=[C:19]([OH:23])[CH:20]=[CH:21][CH:22]=3)=[N:14][CH:15]=2)=[CH:6][CH:5]=1.Br[CH2:26][CH2:27][OH:28].C(=O)([O-])[O-].[Cs+].[Cs+], predict the reaction product.